From a dataset of Reaction yield outcomes from USPTO patents with 853,638 reactions. Predict the reaction yield, written as a fraction of the theoretical maximum amount of product (1.0 means a 100% yield; for example, 0.34 means a 34% yield). (1) The reactants are [N+:1]([C:4]1[CH:5]=[C:6](O)[CH:7]=[CH:8][CH:9]=1)([O-:3])=[O:2].C([O-])([O-])=[O:12].[K+].[K+].Br[CH2:18][C:19]([O:21][CH2:22][CH3:23])=[O:20]. The catalyst is CC(C)=O. The product is [N+:1]([C:4]1[CH:5]=[CH:6][C:7]([O:12][CH2:18][C:19]([O:21][CH2:22][CH3:23])=[O:20])=[CH:8][CH:9]=1)([O-:3])=[O:2]. The yield is 0.920. (2) The reactants are [Br:1][C:2]1[CH:3]=[C:4]2[C:9](=[CH:10][C:11]=1[O:12][CH3:13])[N:8]=[N:7][C:6]([C:14]([NH2:16])=O)=[C:5]2[Cl:17].O=P(Cl)(Cl)Cl.C(N(CC)CC)C.C([O-])(O)=O.[Na+]. The catalyst is C(Cl)Cl. The product is [Br:1][C:2]1[CH:3]=[C:4]2[C:9](=[CH:10][C:11]=1[O:12][CH3:13])[N:8]=[N:7][C:6]([C:14]#[N:16])=[C:5]2[Cl:17]. The yield is 0.870. (3) The reactants are [Cl:1][C:2]1[C:11]2[C:6](=[CH:7][C:8]([O:26][CH3:27])=[C:9]([O:12][CH2:13][CH:14]3[CH2:18][CH2:17][N:16](C(OC(C)(C)C)=O)[CH2:15]3)[CH:10]=2)[N:5]=[CH:4][N:3]=1.[Cl:28][C:29]1[C:30]([F:36])=[C:31]([CH:33]=[CH:34][CH:35]=1)[NH2:32]. No catalyst specified. The product is [ClH:1].[Cl:28][C:29]1[C:30]([F:36])=[C:31]([CH:33]=[CH:34][CH:35]=1)[NH:32][C:2]1[C:11]2[C:6](=[CH:7][C:8]([O:26][CH3:27])=[C:9]([O:12][CH2:13][CH:14]3[CH2:18][CH2:17][NH:16][CH2:15]3)[CH:10]=2)[N:5]=[CH:4][N:3]=1. The yield is 1.00. (4) The reactants are [NH2:1][C:2]1[CH:3]=[C:4]([CH:21]=[CH:22][CH:23]=1)[O:5][C:6]1[CH:7]=[CH:8][C:9]2[N:10]([CH:12]=[C:13]([NH:15][C:16]([CH:18]3[CH2:20][CH2:19]3)=[O:17])[N:14]=2)[N:11]=1.[CH3:24][S:25]([CH2:28][C:29](O)=[O:30])(=[O:27])=[O:26].Cl.CN(C)CCCN=C=NCC.ON1C2C=CC=CC=2N=N1.C(N(CC)CC)C. The catalyst is CN(C)C=O. The product is [CH3:24][S:25]([CH2:28][C:29]([NH:1][C:2]1[CH:3]=[C:4]([CH:21]=[CH:22][CH:23]=1)[O:5][C:6]1[CH:7]=[CH:8][C:9]2[N:10]([CH:12]=[C:13]([NH:15][C:16]([CH:18]3[CH2:20][CH2:19]3)=[O:17])[N:14]=2)[N:11]=1)=[O:30])(=[O:27])=[O:26]. The yield is 0.630. (5) The reactants are [CH:1]([NH:4][C:5]1[CH:10]=[C:9]([CH3:11])[CH:8]=[CH:7][C:6]=1[N+:12]([O-])=O)([CH3:3])[CH3:2].Cl[Sn]Cl.Cl. The catalyst is O. The product is [CH:1]([NH:4][C:5]1[C:6]([NH2:12])=[CH:7][CH:8]=[C:9]([CH3:11])[CH:10]=1)([CH3:3])[CH3:2]. The yield is 0.950. (6) The reactants are [F:1][CH2:2][C@@H:3]1[CH2:12][N:11]2[C@H:6]([CH2:7][O:8][CH2:9][CH2:10]2)[CH2:5][N:4]1CC1C=CC=CC=1. The catalyst is CC(O)=O.[Pd]. The product is [F:1][CH2:2][C@@H:3]1[CH2:12][N:11]2[C@H:6]([CH2:7][O:8][CH2:9][CH2:10]2)[CH2:5][NH:4]1. The yield is 0.780. (7) The catalyst is CN(C=O)C.O. The yield is 0.600. The reactants are [Cl:1][C:2]1[CH:7]=[C:6](/[CH:8]=[CH:9]/[CH:10]([C:15]2[CH:20]=[C:19]([Cl:21])[CH:18]=[C:17]([Cl:22])[CH:16]=2)[C:11]([F:14])([F:13])[F:12])[CH:5]=[CH:4][C:3]=1[CH2:23][NH2:24].C1C=CC2N([OH:34])N=NC=2C=1.CCN=C=NC[CH2:41][CH2:42]N(C)C.Cl.CCN(C(C)C)C(C)C. The product is [Cl:1][C:2]1[CH:7]=[C:6](/[CH:8]=[CH:9]/[CH:10]([C:15]2[CH:16]=[C:17]([Cl:22])[CH:18]=[C:19]([Cl:21])[CH:20]=2)[C:11]([F:13])([F:14])[F:12])[CH:5]=[CH:4][C:3]=1[CH2:23][NH:24][C:41](=[O:34])[CH3:42]. (8) The reactants are [CH3:1][O:2][CH2:3][C:4]([NH:6][NH:7][C:8]([C:10]1[NH:11][C:12]2[C:17]([CH:18]=1)=[CH:16][CH:15]=[CH:14][C:13]=2[N:19]([CH3:28])[S:20]([C:23]1[S:24][CH:25]=[CH:26][CH:27]=1)(=[O:22])=[O:21])=O)=O.COC1C=CC(P2(SP(C3C=CC(OC)=CC=3)(=S)S2)=[S:38])=CC=1. The catalyst is O1CCCC1. The product is [CH3:1][O:2][CH2:3][C:4]1[S:38][C:8]([C:10]2[NH:11][C:12]3[C:17]([CH:18]=2)=[CH:16][CH:15]=[CH:14][C:13]=3[N:19]([CH3:28])[S:20]([C:23]2[S:24][CH:25]=[CH:26][CH:27]=2)(=[O:22])=[O:21])=[N:7][N:6]=1. The yield is 0.620. (9) The yield is 0.210. The product is [CH3:23][C:19]1([CH3:24])[CH2:18][C:17]2([CH2:25][CH2:26][CH2:27][N:15]([CH:12]3[CH2:11][CH2:10][N:9]([C:7]([C:6]4[C:5]([CH3:28])=[C:4]([CH3:29])[S:3][C:2]=4[NH:1][C:33]([NH:32][CH2:30][CH3:31])=[O:34])=[O:8])[CH2:14][CH2:13]3)[CH2:16]2)[C:21](=[O:22])[O:20]1. The reactants are [NH2:1][C:2]1[S:3][C:4]([CH3:29])=[C:5]([CH3:28])[C:6]=1[C:7]([N:9]1[CH2:14][CH2:13][CH:12]([N:15]2[CH2:27][CH2:26][CH2:25][C:17]3([C:21](=[O:22])[O:20][C:19]([CH3:24])([CH3:23])[CH2:18]3)[CH2:16]2)[CH2:11][CH2:10]1)=[O:8].[CH2:30]([N:32]=[C:33]=[O:34])[CH3:31].C(OC(C)C)(C)C. No catalyst specified.